This data is from HIV replication inhibition screening data with 41,000+ compounds from the AIDS Antiviral Screen. The task is: Binary Classification. Given a drug SMILES string, predict its activity (active/inactive) in a high-throughput screening assay against a specified biological target. (1) The drug is O=C(NN1CCOC1=O)OCCCl. The result is 0 (inactive). (2) The drug is CCOC(=O)c1nc[nH]c1N=NN(C)N. The result is 0 (inactive). (3) The molecule is COS(=O)(O)=[OH+].Cc1ccc(S(=O)(=O)NN=Cc2c3ccccc3[n+](C)c3ccccc23)cc1. The result is 0 (inactive). (4) The molecule is C=C1c2c(Cl)ccc(O)c2C(=O)C2=C(O)C3(O)C(=O)C(C(N)=O)=C(O)C(N(C)C)C3C(O)C12. The result is 0 (inactive). (5) The compound is Cl.NC(=O)c1cnc2cc(O)c(O)cc2c1. The result is 0 (inactive). (6) The drug is CC(C)(C)C1=NC(=S)SC2=NC(=O)C3(NN21)c1ccccc1-c1ccccc13. The result is 0 (inactive).